The task is: Predict the product of the given reaction.. This data is from Forward reaction prediction with 1.9M reactions from USPTO patents (1976-2016). (1) Given the reactants [CH3:1][C:2]1[CH:7]=[CH:6][CH:5]=[C:4]([CH3:8])[C:3]=1[OH:9].C(NCCNC(C)C)(C)C.[Cl:20][CH2:21][C:22](Cl)=[O:23].CCOC(C)=O, predict the reaction product. The product is: [CH3:1][C:2]1[CH:7]=[CH:6][CH:5]=[C:4]([CH3:8])[C:3]=1[O:9][C:22](=[O:23])[CH2:21][Cl:20]. (2) The product is: [NH2:30][CH2:29][CH2:28][CH2:27][O:26][C:25]1[CH:38]=[CH:39][C:22]([CH:17]([N:16]([S:13]([C:10]2[CH:9]=[CH:8][C:7]([O:6][CH2:2][C:3]#[C:4][CH3:5])=[CH:12][CH:11]=2)(=[O:15])=[O:14])[CH3:40])[C:18]([NH:20][OH:21])=[O:19])=[CH:23][CH:24]=1. Given the reactants Cl.[CH2:2]([O:6][C:7]1[CH:12]=[CH:11][C:10]([S:13]([N:16]([CH3:40])[CH:17]([C:22]2[CH:39]=[CH:38][C:25]([O:26][CH2:27][CH2:28][CH2:29][NH:30]C(=O)OC(C)(C)C)=[CH:24][CH:23]=2)[C:18]([NH:20][OH:21])=[O:19])(=[O:15])=[O:14])=[CH:9][CH:8]=1)[C:3]#[C:4][CH3:5], predict the reaction product. (3) Given the reactants [Cl:1][C:2]1[C:3](Br)=[C:4]([CH:10]=[CH:11][C:12]=1[C:13]([O:15][CH2:16][CH3:17])=[O:14])[C:5]([O:7][CH2:8][CH3:9])=[O:6].[C:19]1([CH3:40])[CH:24]=[CH:23][CH:22]=[CH:21][C:20]=1P([C:20]1[CH:21]=[CH:22][CH:23]=[CH:24][C:19]=1[CH3:40])[C:20]1[CH:21]=[CH:22][CH:23]=[CH:24][C:19]=1[CH3:40].O1CCOCC1.O, predict the reaction product. The product is: [Cl:1][C:2]1[CH:3]=[C:4]([C:5]([O:7][CH2:8][CH3:9])=[O:6])[C:10]([C:20]2[CH:21]=[CH:22][CH:23]=[CH:24][C:19]=2[CH3:40])=[CH:11][C:12]=1[C:13]([O:15][CH2:16][CH3:17])=[O:14]. (4) Given the reactants [Cl:1][C:2]1[CH:3]=[C:4]([C:12]2[O:13][C:14]([CH:17]3[CH2:22][CH2:21][N:20]([CH:23]4[CH2:28][CH2:27][O:26][CH2:25][CH2:24]4)[CH2:19][CH2:18]3)=[N:15][N:16]=2)[C:5]2[O:9][CH2:8][CH2:7][C:6]=2[C:10]=1[NH2:11].[C:29]([OH:34])(=[O:33])[C:30]([OH:32])=[O:31], predict the reaction product. The product is: [C:29]([OH:34])(=[O:33])[C:30]([OH:32])=[O:31].[Cl:1][C:2]1[CH:3]=[C:4]([C:12]2[O:13][C:14]([CH:17]3[CH2:18][CH2:19][N:20]([CH:23]4[CH2:28][CH2:27][O:26][CH2:25][CH2:24]4)[CH2:21][CH2:22]3)=[N:15][N:16]=2)[C:5]2[O:9][CH2:8][CH2:7][C:6]=2[C:10]=1[NH2:11]. (5) The product is: [NH2:1][C:2]1[N:10]=[CH:9][N:8]=[C:7]2[C:3]=1[N:4]=[CH:5][N:6]2[C@H:11]1[C@@H:15]2[O:16][C:17]([CH3:19])([CH3:20])[O:18][C@@H:14]2[C@@H:13]([CH2:21][N:22]([CH:27]2[CH2:30][CH2:29][CH2:28]2)[CH2:23][CH2:24][CH2:25][NH:26][C:42]([NH:41][C:38]2[CH:39]=[CH:40][C:35]([C:31]([CH3:34])([CH3:33])[CH3:32])=[CH:36][CH:37]=2)=[O:43])[O:12]1. Given the reactants [NH2:1][C:2]1[N:10]=[CH:9][N:8]=[C:7]2[C:3]=1[N:4]=[CH:5][N:6]2[C@H:11]1[C@@H:15]2[O:16][C:17]([CH3:20])([CH3:19])[O:18][C@@H:14]2[C@@H:13]([CH2:21][N:22]([CH:27]2[CH2:30][CH2:29][CH2:28]2)[CH2:23][CH2:24][CH2:25][NH2:26])[O:12]1.[C:31]([C:35]1[CH:40]=[CH:39][C:38]([N:41]=[C:42]=[O:43])=[CH:37][CH:36]=1)([CH3:34])([CH3:33])[CH3:32], predict the reaction product.